Dataset: Forward reaction prediction with 1.9M reactions from USPTO patents (1976-2016). Task: Predict the product of the given reaction. The product is: [O:7]=[C:4]1[O:5][CH2:6][C:2]([N:24]2[CH2:25][CH2:26][CH2:27][C:22]3([CH2:17][CH2:18][N:19]([C:28]([O:30][C:31]([CH3:34])([CH3:33])[CH3:32])=[O:29])[CH2:20][CH2:21]3)[CH2:23]2)=[CH:3]1. Given the reactants Br[C:2]1[CH2:6][O:5][C:4](=[O:7])[CH:3]=1.CCN(C(C)C)C(C)C.[CH2:17]1[C:22]2([CH2:27][CH2:26][CH2:25][NH:24][CH2:23]2)[CH2:21][CH2:20][N:19]([C:28]([O:30][C:31]([CH3:34])([CH3:33])[CH3:32])=[O:29])[CH2:18]1, predict the reaction product.